This data is from Forward reaction prediction with 1.9M reactions from USPTO patents (1976-2016). The task is: Predict the product of the given reaction. The product is: [CH2:1]([O:8][CH2:9][CH2:10][C:11]1[N:15]([CH3:16])[N:14]=[C:13]([NH2:17])[CH:12]=1)[C:2]1[CH:3]=[CH:4][CH:5]=[CH:6][CH:7]=1. Given the reactants [CH2:1]([O:8][CH2:9][CH2:10][C:11]1[N:15]([CH3:16])[N:14]=[C:13]([N:17]2C(C)=CC=C2C)[CH:12]=1)[C:2]1[CH:7]=[CH:6][CH:5]=[CH:4][CH:3]=1.NO.O.C1(C)C=CC(S(O)(=O)=O)=CC=1, predict the reaction product.